From a dataset of Reaction yield outcomes from USPTO patents with 853,638 reactions. Predict the reaction yield, written as a fraction of the theoretical maximum amount of product (1.0 means a 100% yield; for example, 0.34 means a 34% yield). (1) The reactants are [CH:1]([B-](F)(F)F)=[CH2:2].[K+].C1C=CC(P(C2C=CC=CC=2)C2C=CC=CC=2)=CC=1.C([O-])([O-])=O.[Cs+].[Cs+].Br[C:34]1[CH:35]=[CH:36][C:37]([CH:40]([F:42])[F:41])=[N:38][CH:39]=1. The catalyst is C1COCC1.O.Cl[Pd]Cl.O. The product is [F:41][CH:40]([F:42])[C:37]1[CH:36]=[CH:35][C:34]([CH:1]=[CH2:2])=[CH:39][N:38]=1. The yield is 0.750. (2) The reactants are C1(P(C2C=CC=CC=2)C2C=CC=CC=2)C=CC=CC=1.[O:20]([CH2:27][C:28]([OH:30])=O)[C:21]1[CH:26]=[CH:25][CH:24]=[CH:23][CH:22]=1.ClC(Cl)(Cl)C#N.[NH2:37][C@@:38]([C:53]1[CH:58]=[CH:57][C:56]([O:59][CH2:60][CH2:61][CH2:62][C:63]([F:66])([F:65])[F:64])=[CH:55][CH:54]=1)([C:49]([F:52])([F:51])[F:50])[CH2:39][C:40]([C:42]1[CH:47]=[CH:46][C:45]([CH3:48])=[CH:44][CH:43]=1)=[O:41].N1C=CC=CC=1. The catalyst is C(Cl)Cl. The product is [O:20]([CH2:27][C:28]([NH:37][C@:38]([C:53]1[CH:58]=[CH:57][C:56]([O:59][CH2:60][CH2:61][CH2:62][C:63]([F:64])([F:65])[F:66])=[CH:55][CH:54]=1)([CH2:39][C:40](=[O:41])[C:42]1[CH:43]=[CH:44][C:45]([CH3:48])=[CH:46][CH:47]=1)[C:49]([F:52])([F:51])[F:50])=[O:30])[C:21]1[CH:22]=[CH:23][CH:24]=[CH:25][CH:26]=1. The yield is 0.690. (3) The reactants are C([N:8]1[CH2:13][CH2:12][CH:11]([NH:14][C:15]2[CH:20]=[CH:19][C:18]([C:21]([F:24])([F:23])[F:22])=[CH:17][N:16]=2)[CH2:10][CH2:9]1)C1C=CC=CC=1.C(N(C(C)C)CC)(C)C.ClC(OC(Cl)C)=O. The catalyst is ClCCl. The product is [NH:8]1[CH2:9][CH2:10][CH:11]([NH:14][C:15]2[CH:20]=[CH:19][C:18]([C:21]([F:23])([F:22])[F:24])=[CH:17][N:16]=2)[CH2:12][CH2:13]1. The yield is 0.840. (4) The reactants are [Br:1][C:2]1[CH:17]=[CH:16][C:5]2[O:6][C:7]3[CH:14]=[C:13]([Br:15])[CH:12]=[CH:11][C:8]=3[CH:9]=[CH:10][C:4]=2[CH:3]=1. The catalyst is CCOC(C)=O.[Pt]. The product is [Br:1][C:2]1[CH:17]=[CH:16][C:5]2[O:6][C:7]3[CH:14]=[C:13]([Br:15])[CH:12]=[CH:11][C:8]=3[CH2:9][CH2:10][C:4]=2[CH:3]=1. The yield is 0.810. (5) The reactants are Br.Br[CH2:3][C:4]1[CH:5]=[CH:6][C:7]([C:10]2[CH:15]=[CH:14][CH:13]=[CH:12][C:11]=2[CH3:16])=[N:8][CH:9]=1.[C:17]1([C:23](=[N:30][CH2:31][C:32]([O:34][C:35]([CH3:38])([CH3:37])[CH3:36])=[O:33])[C:24]2[CH:29]=[CH:28][CH:27]=[CH:26][CH:25]=2)[CH:22]=[CH:21][CH:20]=[CH:19][CH:18]=1.C=CCO[C@H](C1C2C(=CC=CC=2)N=CC=1)[C@H]1[N+]2(CC3C4C(=CC=CC=4)C=C4C=3C=CC=C4)C[C@H](C=C)[C@@H](CC2)C1.[Br-].C(N=P1(N(CC)CC)N(C)CCCN1C)(C)(C)C. The yield is 1.00. The product is [C:17]1([C:23](=[N:30][C@@H:31]([CH2:3][C:4]2[CH:9]=[N:8][C:7]([C:10]3[CH:15]=[CH:14][CH:13]=[CH:12][C:11]=3[CH3:16])=[CH:6][CH:5]=2)[C:32]([O:34][C:35]([CH3:38])([CH3:37])[CH3:36])=[O:33])[C:24]2[CH:25]=[CH:26][CH:27]=[CH:28][CH:29]=2)[CH:18]=[CH:19][CH:20]=[CH:21][CH:22]=1. The catalyst is ClCCl. (6) The reactants are [CH3:1][O:2][C:3]1[CH:8]=[CH:7][C:6]([S:9][C:10]2[CH:15]=[CH:14][C:13]([CH2:16][N:17]3[CH2:22][CH2:21][CH:20]([C:23]4[CH:24]=[C:25]([NH2:30])[CH:26]=[CH:27][C:28]=4[CH3:29])[CH2:19][CH2:18]3)=[CH:12][CH:11]=2)=[CH:5][CH:4]=1.[C:31]([O:35][N:36]([CH2:40][C:41](O)=[O:42])[C:37]([CH3:39])=[O:38])([CH3:34])([CH3:33])[CH3:32].Cl.CN(C)CCCN=C=NCC.CO. The catalyst is C(Cl)Cl.CN(C)C=O.CN(C)C1C=CN=CC=1.C(Cl)Cl. The product is [C:31]([O:35][N:36]([CH2:40][C:41]([NH:30][C:25]1[CH:26]=[CH:27][C:28]([CH3:29])=[C:23]([CH:20]2[CH2:21][CH2:22][N:17]([CH2:16][C:13]3[CH:12]=[CH:11][C:10]([S:9][C:6]4[CH:7]=[CH:8][C:3]([O:2][CH3:1])=[CH:4][CH:5]=4)=[CH:15][CH:14]=3)[CH2:18][CH2:19]2)[CH:24]=1)=[O:42])[C:37]([CH3:39])=[O:38])([CH3:34])([CH3:33])[CH3:32]. The yield is 0.501. (7) The yield is 0.480. The product is [Br:3][C:4]1[CH:5]=[C:6]([CH:10]([NH:19][CH3:18])[CH2:11][N:12]2[CH2:16][CH2:15][CH2:14][CH2:13]2)[CH:7]=[CH:8][CH:9]=1. The reactants are CN.[Br:3][C:4]1[CH:5]=[C:6]([C:10](=O)[CH2:11][N:12]2[CH2:16][CH2:15][CH2:14][CH2:13]2)[CH:7]=[CH:8][CH:9]=1.[C:18]([BH3-])#[N:19].[Na+].C(O)(=O)C. The catalyst is C1COCC1. (8) The reactants are [CH3:1][CH2:2][O:3][C:4]([C:6]1[NH:7][C:8]2[C:13]([CH:14]=1)=[CH:12][C:11]([C:15]([OH:17])=O)=[CH:10][CH:9]=2)=[O:5].F[B-](F)(F)F.N1(OC(N(C)C)=[N+](C)C)C2C=CC=CC=2N=N1.[NH:40]1[CH2:44][CH2:43][CH2:42][C@@H:41]1[CH2:45][N:46]1[CH2:50][CH2:49][CH2:48][CH2:47]1.C(N(CC)C(C)C)(C)C. The catalyst is CN(C)C=O. The product is [CH2:2]([O:3][C:4]([C:6]1[NH:7][C:8]2[C:13]([CH:14]=1)=[CH:12][C:11]([C:15]([N:40]1[CH2:44][CH2:43][CH2:42][C@@H:41]1[CH2:45][N:46]1[CH2:50][CH2:49][CH2:48][CH2:47]1)=[O:17])=[CH:10][CH:9]=2)=[O:5])[CH3:1]. The yield is 0.690. (9) The reactants are [F:1][C:2]([F:39])([F:38])[O:3][C:4]1[CH:9]=[CH:8][C:7]([S:10]([N:13]2[CH2:18][CH2:17][C:16](=[N:19][O:20][CH2:21][C@@H:22]3[CH2:30][C:29]4[C:24](=[CH:25][CH:26]=[CH:27][CH:28]=4)[N:23]3C(OC(C)(C)C)=O)[CH2:15][CH2:14]2)(=[O:12])=[O:11])=[CH:6][CH:5]=1.FC(F)(F)C(O)=O. The yield is 0.950. The catalyst is ClC(Cl)C. The product is [NH:23]1[C:24]2[C:29](=[CH:28][CH:27]=[CH:26][CH:25]=2)[CH2:30][C@H:22]1[CH2:21][O:20][N:19]=[C:16]1[CH2:15][CH2:14][N:13]([S:10]([C:7]2[CH:6]=[CH:5][C:4]([O:3][C:2]([F:1])([F:39])[F:38])=[CH:9][CH:8]=2)(=[O:12])=[O:11])[CH2:18][CH2:17]1.